From a dataset of Forward reaction prediction with 1.9M reactions from USPTO patents (1976-2016). Predict the product of the given reaction. (1) The product is: [Cl:40][C:41]1[CH:42]=[CH:43][C:44]([CH2:45][N:46]2[C:54]3[C:49](=[CH:50][CH:51]=[CH:52][CH:53]=3)[C:48]([C:20]3[CH:19]=[CH:18][C:17]4[O:12][CH2:13][CH2:14][O:15][C:16]=4[CH:21]=3)([OH:55])[C:47]2=[O:56])=[CH:57][CH:58]=1. Given the reactants C1OC2C(=CC=[C-]C=2)O1.[Mg+2].[Br-].[O:12]1[C:17]2[CH:18]=[CH:19][C:20]([Mg]Br)=[CH:21][C:16]=2[O:15][CH2:14][CH2:13]1.C(N1C2C(=CC=CC=2)C(=O)C1=O)CCCC.[Cl:40][C:41]1[CH:58]=[CH:57][C:44]([CH2:45][N:46]2[C:54]3[C:49](=[CH:50][CH:51]=[CH:52][CH:53]=3)[C:48](=[O:55])[C:47]2=[O:56])=[CH:43][CH:42]=1, predict the reaction product. (2) The product is: [NH2:1][C:2]1[N:3]=[CH:4][C:5]2[CH2:11][N:10]([C:12]3[C:13](=[O:19])[N:14]([C:21]4[CH:26]=[CH:25][CH:24]=[CH:23][C:22]=4[CH3:27])[CH:15]=[CH:16][C:17]=3[CH3:18])[CH2:9][CH2:8][C:6]=2[N:7]=1. Given the reactants [NH2:1][C:2]1[N:3]=[CH:4][C:5]2[CH2:11][N:10]([C:12]3[C:13](=[O:19])[NH:14][CH:15]=[CH:16][C:17]=3[CH3:18])[CH2:9][CH2:8][C:6]=2[N:7]=1.I[C:21]1[CH:26]=[CH:25][CH:24]=[CH:23][C:22]=1[CH3:27].CNCCNC.P([O-])([O-])([O-])=O.[K+].[K+].[K+], predict the reaction product. (3) Given the reactants Cl.[F:2][CH2:3][CH2:4][NH2:5].C(N(CC)CC)C.Br[CH2:14][C:15]1[C:19]2([CH2:23][CH2:22][CH2:21][CH2:20]2)[NH:18][S:17](=[O:25])(=[O:24])[C:16]=1[C:26]1[CH:31]=[CH:30][C:29]([Cl:32])=[CH:28][CH:27]=1, predict the reaction product. The product is: [Cl:32][C:29]1[CH:28]=[CH:27][C:26]([C:16]2[S:17](=[O:25])(=[O:24])[NH:18][C:19]3([CH2:23][CH2:22][CH2:21][CH2:20]3)[C:15]=2[CH2:14][NH:5][CH2:4][CH2:3][F:2])=[CH:31][CH:30]=1. (4) Given the reactants [CH3:1][N:2]1[C:6]([C:7]2[CH:19]=[N:18][C:17]3[C:16]4[CH:15]=[CH:14][C:13]([C:20]([O:22][CH3:23])=[O:21])=[C:12]([O:24][CH3:25])[C:11]=4[NH:10][C:9]=3[CH:8]=2)=[C:5]([CH3:26])[N:4]=[N:3]1.[C:27]1([C@@H:33]([CH:35]2[CH2:40][CH2:39][O:38][CH2:37][CH2:36]2)O)[CH:32]=[CH:31][CH:30]=[CH:29][CH:28]=1.C1(P(C2C=CC=CC=2)C2C=CC=CC=2)C=CC=CC=1.CC(OC(/N=N/C(OC(C)C)=O)=O)C, predict the reaction product. The product is: [CH3:1][N:2]1[C:6]([C:7]2[CH:19]=[N:18][C:17]3[C:16]4[CH:15]=[CH:14][C:13]([C:20]([O:22][CH3:23])=[O:21])=[C:12]([O:24][CH3:25])[C:11]=4[N:10]([C@H:33]([C:27]4[CH:32]=[CH:31][CH:30]=[CH:29][CH:28]=4)[CH:35]4[CH2:36][CH2:37][O:38][CH2:39][CH2:40]4)[C:9]=3[CH:8]=2)=[C:5]([CH3:26])[N:4]=[N:3]1. (5) Given the reactants [CH3:1][NH:2][C:3]1[CH:8]=[CH:7][CH:6]=[CH:5][CH:4]=1.[Cl:9][C:10]1[CH:18]=[CH:17][C:13]([C:14](O)=[O:15])=[CH:12][C:11]=1[N:19]1[C:28](=[O:29])[C:27]2[C:22](=[CH:23][CH:24]=[CH:25][CH:26]=2)[NH:21][C:20]1=[O:30].Cl.C(N=C=NCCCN(C)C)C.CN1C=CN=C1, predict the reaction product. The product is: [Cl:9][C:10]1[CH:18]=[CH:17][C:13]([C:14]([N:2]([CH3:1])[C:3]2[CH:8]=[CH:7][CH:6]=[CH:5][CH:4]=2)=[O:15])=[CH:12][C:11]=1[N:19]1[C:28](=[O:29])[C:27]2[C:22](=[CH:23][CH:24]=[CH:25][CH:26]=2)[NH:21][C:20]1=[O:30]. (6) Given the reactants Br.Br.[O:3]1[CH2:9][CH2:8][NH:7][NH:6][CH2:5][CH2:4]1.C([N:12]([CH2:15][CH3:16])[CH2:13][CH3:14])C.[CH2:17]([C:19]1[CH:24]=[C:23](C2C=CC=CN=2)[CH:22]=[C:21]([CH2:31][CH3:32])[C:20]=1[CH:33]([C:37](N)=[O:38])[C:34](N)=[O:35])[CH3:18].[C:40](Cl)(=[O:45])[C:41]([CH3:44])([CH3:43])[CH3:42].[C:47]1(C)C(C)=CC=CC=1, predict the reaction product. The product is: [CH2:31]([C:21]1([C:47]2[CH:14]=[CH:13][N:12]=[CH:15][CH:16]=2)[CH:22]=[CH:23][CH:24]=[C:19]([CH2:17][CH3:18])[CH:20]1[C:33]1[C:34](=[O:35])[N:7]2[CH2:8][CH2:9][O:3][CH2:4][CH2:5][N:6]2[C:37]=1[O:38][C:40](=[O:45])[C:41]([CH3:44])([CH3:43])[CH3:42])[CH3:32]. (7) Given the reactants C([O-])(=O)C.[K+].FC(F)(F)S(O[C:12]1[CH:13]=[C:14]2[C@@:25]3([CH2:29][O:28][C:27]([NH2:30])=[N:26]3)[C:24]3[C:19](=[N:20][CH:21]=[C:22](C#CC4(C)COC4)[CH:23]=3)[O:18][C:15]2=[CH:16][CH:17]=1)(=O)=O.B1(B2OC(C)(C)C(C)(C)O2)OC(C)(C)C(C)(C)O1.BrC1C=NC=CC=1F.C(=O)([O-])[O-].[K+].[K+], predict the reaction product. The product is: [O:28]1[CH2:29][C:25]2([C:24]3[C:19](=[N:20][CH:21]=[CH:22][CH:23]=3)[O:18][C:15]3[C:14]2=[CH:13][CH:12]=[CH:17][CH:16]=3)[N:26]=[C:27]1[NH2:30]. (8) Given the reactants [C:1]([C:3]1[C:4]([N:21]2[CH2:26][CH2:25][CH:24]([C:27]([OH:29])=O)[CH2:23][CH2:22]2)=[N:5][C:6]([S:14][CH2:15][C:16]([O:18][CH2:19][CH3:20])=[O:17])=[C:7]([C:9]([O:11][CH2:12][CH3:13])=[O:10])[CH:8]=1)#[N:2].[Cl:30][C:31]1[CH:36]=[C:35]([Cl:37])[CH:34]=[CH:33][C:32]=1[CH2:38][S:39]([NH2:42])(=[O:41])=[O:40], predict the reaction product. The product is: [C:1]([C:3]1[C:4]([N:21]2[CH2:26][CH2:25][CH:24]([C:27](=[O:29])[NH:42][S:39]([CH2:38][C:32]3[CH:33]=[CH:34][C:35]([Cl:37])=[CH:36][C:31]=3[Cl:30])(=[O:40])=[O:41])[CH2:23][CH2:22]2)=[N:5][C:6]([S:14][CH2:15][C:16]([O:18][CH2:19][CH3:20])=[O:17])=[C:7]([CH:8]=1)[C:9]([O:11][CH2:12][CH3:13])=[O:10])#[N:2].